From a dataset of Full USPTO retrosynthesis dataset with 1.9M reactions from patents (1976-2016). Predict the reactants needed to synthesize the given product. (1) The reactants are: [C:1]([O:5][C:6]([NH:8][C@H:9]([C:21]([OH:23])=O)[CH2:10][O:11][CH2:12][C:13]1[CH:18]=[CH:17][C:16]([O:19][CH3:20])=[CH:15][CH:14]=1)=[O:7])([CH3:4])([CH3:3])[CH3:2].CN(C(ON1N=NC2C=CC=CC1=2)=[N+](C)C)C.F[P-](F)(F)(F)(F)F.CCN(C(C)C)C(C)C.[CH2:57]([O:59][C:60](=[O:70])[CH2:61][NH:62][CH2:63][C:64]1[CH:69]=[CH:68][CH:67]=[CH:66][CH:65]=1)[CH3:58]. Given the product [CH2:57]([O:59][C:60](=[O:70])[CH2:61][N:62]([CH2:63][C:64]1[CH:69]=[CH:68][CH:67]=[CH:66][CH:65]=1)[C:21](=[O:23])[C@@H:9]([NH:8][C:6]([O:5][C:1]([CH3:2])([CH3:3])[CH3:4])=[O:7])[CH2:10][O:11][CH2:12][C:13]1[CH:14]=[CH:15][C:16]([O:19][CH3:20])=[CH:17][CH:18]=1)[CH3:58], predict the reactants needed to synthesize it. (2) Given the product [Br:1][C:2]1[CH:3]=[C:4]2[C:9]([CH:8]=[CH:7][C:6]([O:12][C@H:13]3[CH2:14][CH2:15][C@@H:16]([C:19]([F:20])([F:21])[F:22])[CH2:17][CH2:18]3)=[C:5]2[CH:24]=[O:25])=[CH:10][CH:11]=1, predict the reactants needed to synthesize it. The reactants are: [Br:1][C:2]1[CH:11]=[CH:10][C:9]2[C:4](=[CH:5][C:6]([O:12][C@H:13]3[CH2:18][CH2:17][C@@H:16]([C:19]([F:22])([F:21])[F:20])[CH2:15][CH2:14]3)=[CH:7][CH:8]=2)[CH:3]=1.Cl[CH:24](Cl)[O:25]C.Cl.